Dataset: Peptide-MHC class I binding affinity with 185,985 pairs from IEDB/IMGT. Task: Regression. Given a peptide amino acid sequence and an MHC pseudo amino acid sequence, predict their binding affinity value. This is MHC class I binding data. (1) The peptide sequence is IPKAYAGPF. The MHC is HLA-B35:01 with pseudo-sequence HLA-B35:01. The binding affinity (normalized) is 0.476. (2) The MHC is Mamu-A07 with pseudo-sequence Mamu-A07. The binding affinity (normalized) is 0.0506. The peptide sequence is GRQTALFLLKL.